From a dataset of Forward reaction prediction with 1.9M reactions from USPTO patents (1976-2016). Predict the product of the given reaction. (1) Given the reactants [N:1]#[C:2]Br.[CH:4]1([N:10]2[C:14]([C:15]3[CH:20]=[CH:19][C:18]([NH2:21])=[C:17]([NH:22][CH2:23][CH:24]([CH3:26])[CH3:25])[CH:16]=3)=[C:13]([C:27]3[CH:32]=[CH:31][CH:30]=[CH:29][CH:28]=3)[N:12]=[CH:11]2)[CH2:9][CH2:8][CH2:7][CH2:6][CH2:5]1, predict the reaction product. The product is: [CH2:23]([N:22]1[C:17]2[CH:16]=[C:15]([C:14]3[N:10]([CH:4]4[CH2:9][CH2:8][CH2:7][CH2:6][CH2:5]4)[CH:11]=[N:12][C:13]=3[C:27]3[CH:32]=[CH:31][CH:30]=[CH:29][CH:28]=3)[CH:20]=[CH:19][C:18]=2[N:21]=[C:2]1[NH2:1])[CH:24]([CH3:26])[CH3:25]. (2) Given the reactants [Br:1][C:2]1[CH:7]=[CH:6][C:5]([CH2:8][CH2:9][CH2:10][OH:11])=[CH:4][CH:3]=1.N1C=CN=C1.[Si:17](Cl)([C:20]([CH3:23])([CH3:22])[CH3:21])([CH3:19])[CH3:18], predict the reaction product. The product is: [Br:1][C:2]1[CH:3]=[CH:4][C:5]([CH2:8][CH2:9][CH2:10][O:11][Si:17]([C:20]([CH3:23])([CH3:22])[CH3:21])([CH3:19])[CH3:18])=[CH:6][CH:7]=1. (3) Given the reactants [F:1][C:2]([F:18])([F:17])[C:3]1[CH:11]=[C:10]2[C:6]([CH:7]=[CH:8][N:9]2[CH2:12][C:13]([O:15]C)=[O:14])=[CH:5][CH:4]=1.[OH-].[Li+], predict the reaction product. The product is: [F:17][C:2]([F:1])([F:18])[C:3]1[CH:11]=[C:10]2[C:6]([CH:7]=[CH:8][N:9]2[CH2:12][C:13]([OH:15])=[O:14])=[CH:5][CH:4]=1. (4) The product is: [C:1]([C:3]1[CH:4]=[C:5]([CH:28]=[CH:29][C:30]=1[CH:31]1[CH2:36][CH2:35][CH2:34][CH2:33][CH2:32]1)[CH2:6][O:7][C:8]1[CH:16]=[CH:15][C:14]2[N:13]3[CH2:17][CH2:18][CH:19]([CH2:20][C:21]([OH:23])=[O:22])[C:12]3=[CH:11][C:10]=2[CH:9]=1)#[N:2]. Given the reactants [C:1]([C:3]1[CH:4]=[C:5]([CH:28]=[CH:29][C:30]=1[CH:31]1[CH2:36][CH2:35][CH2:34][CH2:33][CH2:32]1)[CH2:6][O:7][C:8]1[CH:16]=[CH:15][C:14]2[N:13]3[CH2:17][CH2:18][CH:19]([CH2:20][C:21]([O:23]C(C)(C)C)=[O:22])[C:12]3=[CH:11][C:10]=2[CH:9]=1)#[N:2].NC(C(O)=O)CS, predict the reaction product. (5) The product is: [CH3:15][C:9]1[CH:10]=[C:11]([CH3:14])[CH:12]=[CH:13][C:8]=1[C:5]1[CH:6]=[CH:7][C:2](=[S:18])[NH:3][N:4]=1. Given the reactants Cl[C:2]1[N:3]=[N:4][C:5]([C:8]2[CH:13]=[CH:12][C:11]([CH3:14])=[CH:10][C:9]=2[CH3:15])=[CH:6][CH:7]=1.NC(N)=[S:18].C([O-])([O-])=O.[Na+].[Na+], predict the reaction product.